Dataset: Forward reaction prediction with 1.9M reactions from USPTO patents (1976-2016). Task: Predict the product of the given reaction. Given the reactants [CH3:1][C:2]1[CH:7]=[C:6]([CH3:8])[N:5]=[C:4]2[S:9][N:10]([CH2:13][C:14]([O:16]C)=[O:15])[C:11](=[O:12])[C:3]=12, predict the reaction product. The product is: [CH3:1][C:2]1[CH:7]=[C:6]([CH3:8])[N:5]=[C:4]2[S:9][N:10]([CH2:13][C:14]([OH:16])=[O:15])[C:11](=[O:12])[C:3]=12.